From a dataset of Full USPTO retrosynthesis dataset with 1.9M reactions from patents (1976-2016). Predict the reactants needed to synthesize the given product. Given the product [NH2:8][CH2:9][CH2:10][N:11]([CH2:13][C:14]1[C:15]([C:25]2[CH:26]=[C:27]3[C:31](=[CH:32][CH:33]=2)[NH:30][N:29]=[CH:28]3)=[N:16][NH:17][CH:18]=1)[CH3:12], predict the reactants needed to synthesize it. The reactants are: C(OC([NH:8][CH2:9][CH2:10][N:11]([CH2:13][C:14]1[C:15]([C:25]2[CH:26]=[C:27]3[C:31](=[CH:32][CH:33]=2)[N:30](C(OC(C)(C)C)=O)[N:29]=[CH:28]3)=[N:16][N:17](C2CCCCO2)[CH:18]=1)[CH3:12])=O)(C)(C)C.O.CC#N.